Dataset: Peptide-MHC class I binding affinity with 185,985 pairs from IEDB/IMGT. Task: Regression. Given a peptide amino acid sequence and an MHC pseudo amino acid sequence, predict their binding affinity value. This is MHC class I binding data. (1) The peptide sequence is MIYELCTFR. The MHC is HLA-B40:01 with pseudo-sequence HLA-B40:01. The binding affinity (normalized) is 0.0847. (2) The peptide sequence is YLDAYNMMI. The MHC is HLA-A02:01 with pseudo-sequence HLA-A02:01. The binding affinity (normalized) is 1.00. (3) The MHC is H-2-Db with pseudo-sequence H-2-Db. The binding affinity (normalized) is 0.210. The peptide sequence is AQMWSLMYF.